This data is from Forward reaction prediction with 1.9M reactions from USPTO patents (1976-2016). The task is: Predict the product of the given reaction. (1) The product is: [NH2:1][C:2]1[C:10]2[C:9]([C:11]3[CH:16]=[CH:15][CH:14]=[C:13]([NH:17][C:30]([NH:29][C:25]4[CH:26]=[CH:27][CH:28]=[C:23]([C:22]([F:21])([F:32])[F:33])[CH:24]=4)=[O:31])[CH:12]=3)=[N:8][CH:7]=[N:6][C:5]=2[S:4][C:3]=1[C:18]([NH2:20])=[O:19]. Given the reactants [NH2:1][C:2]1[C:10]2[C:9]([C:11]3[CH:16]=[CH:15][CH:14]=[C:13]([NH2:17])[CH:12]=3)=[N:8][CH:7]=[N:6][C:5]=2[S:4][C:3]=1[C:18]([NH2:20])=[O:19].[F:21][C:22]([F:33])([F:32])[C:23]1[CH:28]=[CH:27][CH:26]=[C:25]([N:29]=[C:30]=[O:31])[CH:24]=1, predict the reaction product. (2) The product is: [CH3:23][Si:24]([CH3:26])([CH3:25])[O:20][C@H:12]1[CH2:13][CH2:14][C@@:15]2([CH3:16])[C:10](=[CH:9][C@H:8]([O:21][Si:24]([CH3:26])([CH3:25])[CH3:23])[C@@H:7]3[C@@H:17]2[CH2:18][CH2:19][C@@:2]2([CH3:1])[C@H:6]3[CH2:5][CH2:4][C:3]2=[O:22])[CH2:11]1. Given the reactants [CH3:1][C@:2]12[CH2:19][CH2:18][C@H:17]3[C@@H:7]([C@@H:8]([OH:21])[CH:9]=[C:10]4[C@:15]3([CH3:16])[CH2:14][CH2:13][C@H:12]([OH:20])[CH2:11]4)[C@@H:6]1[CH2:5][CH2:4][C:3]2=[O:22].[CH3:23][Si:24](N[Si:24]([CH3:26])([CH3:25])[CH3:23])([CH3:26])[CH3:25], predict the reaction product. (3) The product is: [F:19][C:20]1[CH:28]=[CH:27][C:23]([C:24]([NH:2][CH:3]2[CH2:11][C:10]3[C:5](=[CH:6][CH:7]=[CH:8][CH:9]=3)[CH2:4]2)=[O:25])=[CH:22][CH:21]=1. Given the reactants Cl.[NH2:2][CH:3]1[CH2:11][C:10]2[C:5](=[CH:6][CH:7]=[CH:8][CH:9]=2)[CH2:4]1.C(N(CC)CC)C.[F:19][C:20]1[CH:28]=[CH:27][C:23]([C:24](Cl)=[O:25])=[CH:22][CH:21]=1, predict the reaction product. (4) Given the reactants Br[C:2]1[N:7]=[CH:6][C:5]2[N:8]=[C:9]([CH2:17][OH:18])[N:10]([C@H:11]([C:13]([F:16])([F:15])[CH3:14])[CH3:12])[C:4]=2[CH:3]=1.[NH2:19][C:20]1[CH:25]=[CH:24][N:23]=[C:22]([N:26]2[CH2:31][CH2:30][C@H:29]([OH:32])[C@H:28]([F:33])[CH2:27]2)[N:21]=1, predict the reaction product. The product is: [F:15][C:13]([F:16])([CH3:14])[C@@H:11]([N:10]1[C:4]2[CH:3]=[C:2]([NH:19][C:20]3[CH:25]=[CH:24][N:23]=[C:22]([N:26]4[CH2:31][CH2:30][C@H:29]([OH:32])[C@H:28]([F:33])[CH2:27]4)[N:21]=3)[N:7]=[CH:6][C:5]=2[N:8]=[C:9]1[CH2:17][OH:18])[CH3:12]. (5) Given the reactants [C:1]([O:5][C:6](=[O:22])[NH:7][CH2:8][CH:9]1[CH2:13][CH2:12][N:11](C(C2C=CC=CC=2)C)[CH2:10]1)([CH3:4])([CH3:3])[CH3:2], predict the reaction product. The product is: [C:1]([O:5][C:6](=[O:22])[NH:7][CH2:8][CH:9]1[CH2:13][CH2:12][NH:11][CH2:10]1)([CH3:4])([CH3:2])[CH3:3]. (6) Given the reactants [N:1]([CH2:4][C:5]([C:7]1[CH:12]=[CH:11][C:10]([Br:13])=[CH:9][CH:8]=1)=[O:6])=[N+]=[N-], predict the reaction product. The product is: [NH2:1][CH2:4][C:5]([C:7]1[CH:12]=[CH:11][C:10]([Br:13])=[CH:9][CH:8]=1)=[O:6]. (7) The product is: [C:1]1([C:7]2[CH2:8][O:9][C:10]3[C:15]([C:16]=2[C:17]2[CH:18]=[CH:19][C:20]([O:23][S:32]([C:31]([F:44])([F:43])[F:30])(=[O:34])=[O:33])=[CH:21][CH:22]=2)=[CH:14][CH:13]=[CH:12][CH:11]=3)[CH:6]=[CH:5][CH:4]=[CH:3][CH:2]=1. Given the reactants [C:1]1([C:7]2[CH2:8][O:9][C:10]3[C:15]([C:16]=2[C:17]2[CH:22]=[CH:21][C:20]([OH:23])=[CH:19][CH:18]=2)=[CH:14][CH:13]=[CH:12][CH:11]=3)[CH:6]=[CH:5][CH:4]=[CH:3][CH:2]=1.N1C=CC=CC=1.[F:30][C:31]([F:44])([F:43])[S:32](O[S:32]([C:31]([F:44])([F:43])[F:30])(=[O:34])=[O:33])(=[O:34])=[O:33], predict the reaction product.